This data is from Catalyst prediction with 721,799 reactions and 888 catalyst types from USPTO. The task is: Predict which catalyst facilitates the given reaction. (1) Reactant: [Mg+2].[Cl-].[Cl-].[CH2:4](N(CC)CC)C.C(OC)(=O)CC(OC)=O.[CH3:20][O:21][C:22]1[CH:23]=[C:24]([CH:28]=[CH:29][C:30]=1[N+:31]([O-:33])=[O:32])[C:25](Cl)=[O:26].Cl. Product: [CH3:20][O:21][C:22]1[CH:23]=[C:24]([C:25](=[O:26])[CH3:4])[CH:28]=[CH:29][C:30]=1[N+:31]([O-:33])=[O:32]. The catalyst class is: 11. (2) Reactant: [NH2:1][C:2]1[N:7]=[CH:6][C:5]([CH2:8][NH:9][C:10](=[O:26])[NH:11][CH2:12][C:13]([N:15]([O:18]CC2C=CC=CC=2)[CH2:16][CH3:17])=[O:14])=[CH:4][CH:3]=1. Product: [NH2:1][C:2]1[N:7]=[CH:6][C:5]([CH2:8][NH:9][C:10](=[O:26])[NH:11][CH2:12][C:13]([N:15]([OH:18])[CH2:16][CH3:17])=[O:14])=[CH:4][CH:3]=1. The catalyst class is: 19. (3) Reactant: [OH:1][C:2]1[CH:3]=[C:4]([S:8][C:9]([CH3:15])([CH3:14])[C:10]([O:12][CH3:13])=[O:11])[CH:5]=[CH:6][CH:7]=1.O[CH2:17][CH2:18][N:19]1[C:27]2[C:22](=[CH:23][CH:24]=[CH:25][CH:26]=2)[CH:21]=[CH:20]1.CC(OC(/N=N/C(OC(C)C)=O)=O)C.C1(P(C2C=CC=CC=2)C2C=CC=CC=2)C=CC=CC=1. Product: [N:19]1([CH2:18][CH2:17][O:1][C:2]2[CH:3]=[C:4]([S:8][C:9]([CH3:15])([CH3:14])[C:10]([O:12][CH3:13])=[O:11])[CH:5]=[CH:6][CH:7]=2)[C:27]2[C:22](=[CH:23][CH:24]=[CH:25][CH:26]=2)[CH:21]=[CH:20]1. The catalyst class is: 1. (4) Reactant: Br[CH2:2][CH:3]1[O:7][CH2:6][CH2:5][O:4]1.[CH:8]1([C:17]#[N:18])[C:16]2[C:11](=[CH:12][CH:13]=[CH:14][CH:15]=2)[CH2:10][CH2:9]1.[Li+].C[Si]([N-][Si](C)(C)C)(C)C. Product: [O:4]1[CH2:5][CH2:6][O:7][CH:3]1[CH2:2][C:8]1([C:17]#[N:18])[C:16]2[C:11](=[CH:12][CH:13]=[CH:14][CH:15]=2)[CH2:10][CH2:9]1. The catalyst class is: 1. (5) The catalyst class is: 368. Product: [F:16][C:4]1[CH:3]=[C:2]([B:17]2[O:21][C:20]([CH3:23])([CH3:22])[C:19]([CH3:25])([CH3:24])[O:18]2)[C:14]([CH3:15])=[CH:13][C:5]=1[C:6]([NH:8][S:9]([CH3:12])(=[O:11])=[O:10])=[O:7]. Reactant: Br[C:2]1[C:14]([CH3:15])=[CH:13][C:5]([C:6]([NH:8][S:9]([CH3:12])(=[O:11])=[O:10])=[O:7])=[C:4]([F:16])[CH:3]=1.[B:17]1([B:17]2[O:21][C:20]([CH3:23])([CH3:22])[C:19]([CH3:25])([CH3:24])[O:18]2)[O:21][C:20]([CH3:23])([CH3:22])[C:19]([CH3:25])([CH3:24])[O:18]1.CC([O-])=O.[K+]. (6) Reactant: [CH:1]([C:3]1[CH:8]=[CH:7][C:6](/[CH:9]=[CH:10]/[C:11]([OH:13])=[O:12])=[CH:5][CH:4]=1)=O.[Cl:14][C:15]1[CH:16]=[C:17]([NH2:21])[CH:18]=[CH:19][CH:20]=1.C([Sn](Cl)(Cl)CCCC)CCC.C1([SiH3])C=CC=CC=1. Product: [Cl:14][C:15]1[CH:16]=[C:17]([NH:21][CH2:1][C:3]2[CH:8]=[CH:7][C:6](/[CH:9]=[CH:10]/[C:11]([OH:13])=[O:12])=[CH:5][CH:4]=2)[CH:18]=[CH:19][CH:20]=1. The catalyst class is: 36. (7) Reactant: C([O:3][C:4]([C:6]1([NH:15][C:16]([C:18]2[C:19]([NH:24][CH2:25][CH2:26][CH:27]=C)=[N:20][CH:21]=[CH:22][CH:23]=2)=[O:17])[CH2:14][C:13]2[C:8](=[CH:9][CH:10]=[CH:11][CH:12]=2)[CH2:7]1)=[O:5])C.O1CCOC[CH2:30]1.CO. Product: [CH2:25]([N:24]([CH3:30])[C:19]1[C:18]([C:16]([NH:15][C:6]2([C:4]([OH:3])=[O:5])[CH2:7][C:8]3[C:13](=[CH:12][CH:11]=[CH:10][CH:9]=3)[CH2:14]2)=[O:17])=[CH:23][CH:22]=[CH:21][N:20]=1)[CH:26]=[CH2:27]. The catalyst class is: 6. (8) Reactant: [NH2:1][C:2]1[N:9]=[C:8]([C:10]2[CH:15]=[CH:14][CH:13]=[CH:12][C:11]=2[O:16][Si:17]([C:20]([CH3:23])([CH3:22])[CH3:21])([CH3:19])[CH3:18])[CH:7]=[C:6]([C:24]2[CH:29]=[CH:28][CH:27]=[C:26]([N+:30]([O-])=O)[CH:25]=2)[C:3]=1[C:4]#[N:5]. Product: [NH2:1][C:2]1[N:9]=[C:8]([C:10]2[CH:15]=[CH:14][CH:13]=[CH:12][C:11]=2[O:16][Si:17]([C:20]([CH3:23])([CH3:22])[CH3:21])([CH3:18])[CH3:19])[CH:7]=[C:6]([C:24]2[CH:29]=[CH:28][CH:27]=[C:26]([NH2:30])[CH:25]=2)[C:3]=1[C:4]#[N:5]. The catalyst class is: 153.